From a dataset of Full USPTO retrosynthesis dataset with 1.9M reactions from patents (1976-2016). Predict the reactants needed to synthesize the given product. (1) Given the product [Br:1][C:2]1[C:3]([F:38])=[CH:4][C:5]([N+:35]([O-:37])=[O:36])=[C:6]([O:8][C:9]2[C:10]([F:34])=[C:11]([CH2:16][NH:17][C:18]([C:20]3[NH:24][CH:23]=[N:22][C:21]=3[Cl:33])=[O:19])[CH:12]=[CH:13][C:14]=2[Cl:15])[CH:7]=1, predict the reactants needed to synthesize it. The reactants are: [Br:1][C:2]1[C:3]([F:38])=[CH:4][C:5]([N+:35]([O-:37])=[O:36])=[C:6]([O:8][C:9]2[C:10]([F:34])=[C:11]([CH2:16][NH:17][C:18]([C:20]3[N:24](COCC[Si](C)(C)C)[CH:23]=[N:22][C:21]=3[Cl:33])=[O:19])[CH:12]=[CH:13][C:14]=2[Cl:15])[CH:7]=1.C(O)(C(F)(F)F)=O. (2) Given the product [C:1]1([C:7]2[S:30][C:10]3=[CH:11][CH:12]=[C:13]4[C:18]([N:17]=[C:16]([NH:19][C:20]5[CH:21]=[C:22]([S:26]([NH2:29])(=[O:28])=[O:27])[CH:23]=[CH:24][CH:25]=5)[N:15]=[CH:14]4)=[C:9]3[CH:8]=2)[CH:2]=[CH:3][CH:4]=[CH:5][CH:6]=1, predict the reactants needed to synthesize it. The reactants are: [C:1]1([C:7]2[S:30][C:10]3[CH2:11][CH2:12][C:13]4[CH:14]=[N:15][C:16]([NH:19][C:20]5[CH:21]=[C:22]([S:26]([NH2:29])(=[O:28])=[O:27])[CH:23]=[CH:24][CH:25]=5)=[N:17][C:18]=4[C:9]=3[CH:8]=2)[CH:6]=[CH:5][CH:4]=[CH:3][CH:2]=1.C(C1C(=O)C(Cl)=C(Cl)C(=O)C=1C#N)#N. (3) Given the product [CH2:1]([O:3][C:4]1[CH:9]=[CH:8][C:7]([C:10]2[C:15]([N:16]3[CH2:22][CH2:21][CH:20]([CH3:35])[N:19]([C:24]4[CH:25]=[CH:26][C:27]([O:30][CH3:31])=[CH:28][CH:29]=4)[CH2:18][CH2:17]3)=[CH:14][CH:13]=[C:12]([O:32][CH3:33])[N:11]=2)=[CH:6][C:5]=1[CH3:34])[CH3:2], predict the reactants needed to synthesize it. The reactants are: [CH2:1]([O:3][C:4]1[CH:9]=[CH:8][C:7]([C:10]2[C:15]([N:16]3[CH2:22][CH2:21][C:20](=O)[N:19]([C:24]4[CH:29]=[CH:28][C:27]([O:30][CH3:31])=[CH:26][CH:25]=4)[CH2:18][CH2:17]3)=[CH:14][CH:13]=[C:12]([O:32][CH3:33])[N:11]=2)=[CH:6][C:5]=1[CH3:34])[CH3:2].[CH3:35][Mg]Br.[B-]C#N.[Na+].[OH-].[Na+]. (4) Given the product [Br:21][C:22]1[C:28]([Br:29])=[CH:27][CH:26]=[CH:25][C:23]=1[NH:24][C:16](=[O:18])[CH2:15][C:11]1[CH:12]=[CH:13][CH:14]=[C:9]([C:8]([F:7])([F:20])[F:19])[CH:10]=1, predict the reactants needed to synthesize it. The reactants are: C(Cl)(=O)C(Cl)=O.[F:7][C:8]([F:20])([F:19])[C:9]1[CH:10]=[C:11]([CH2:15][C:16]([OH:18])=O)[CH:12]=[CH:13][CH:14]=1.[Br:21][C:22]1[C:28]([Br:29])=[CH:27][CH:26]=[CH:25][C:23]=1[NH2:24].C(N(CC)C(C)C)(C)C. (5) Given the product [NH2:34][C:32]1[C:31]([CH3:35])=[N:30][C:29]2([C:36]3[C:23](=[CH:22][CH:21]=[C:20]([C:8]4[CH:7]=[C:4]([CH:3]=[C:2]([Cl:1])[CH:9]=4)[C:5]#[N:6])[CH:37]=3)[CH2:24][CH2:25][C:26]32[CH2:27][CH2:28]3)[N:33]=1, predict the reactants needed to synthesize it. The reactants are: [Cl:1][C:2]1[CH:3]=[C:4]([CH:7]=[C:8](B2OC(C)(C)C(C)(C)O2)[CH:9]=1)[C:5]#[N:6].Br[C:20]1[CH:37]=[C:36]2[C:23]([CH2:24][CH2:25][C:26]3([C:29]42[N:33]=[C:32]([NH2:34])[C:31]([CH3:35])=[N:30]4)[CH2:28][CH2:27]3)=[CH:22][CH:21]=1. (6) Given the product [Cl:1][C:2]1[CH:7]=[CH:6][C:5]([C:8]2[S:9][C:10]3[CH:16]=[C:15]([OH:17])[CH:14]=[CH:13][C:11]=3[N:12]=2)=[C:4]([OH:19])[CH:3]=1, predict the reactants needed to synthesize it. The reactants are: [Cl:1][C:2]1[CH:7]=[CH:6][C:5]([C:8]2[S:9][C:10]3[CH:16]=[C:15]([O:17]C)[CH:14]=[CH:13][C:11]=3[N:12]=2)=[C:4]([O:19]C)[CH:3]=1.COC1C=CC(N)=CC=1.ClC1C=CC(C(O)=O)=C(O)C=1.B(Br)(Br)Br. (7) The reactants are: [CH:1]1[C:10]2[C:5](=[CH:6][CH:7]=[CH:8][CH:9]=2)[CH:4]=[C:3]([C:11]([O:13]C)=O)[N:2]=1.[NH2:15][NH2:16]. Given the product [CH:1]1[C:10]2[C:5](=[CH:6][CH:7]=[CH:8][CH:9]=2)[CH:4]=[C:3]([C:11]([NH:15][NH2:16])=[O:13])[N:2]=1, predict the reactants needed to synthesize it.